From a dataset of Full USPTO retrosynthesis dataset with 1.9M reactions from patents (1976-2016). Predict the reactants needed to synthesize the given product. (1) Given the product [Br:1][C:2]1[CH:11]=[CH:10][C:9]2[N:8]=[CH:7][C:6]3[N:12]([CH3:24])[C:13](=[O:23])[N:34]([C:31]4[C:30]([CH3:35])=[N:29][C:28]([N:27]([CH2:25][CH3:26])[CH3:36])=[CH:33][CH:32]=4)[C:5]=3[C:4]=2[CH:3]=1, predict the reactants needed to synthesize it. The reactants are: [Br:1][C:2]1[CH:11]=[CH:10][C:9]2[N:8]=[CH:7][C:6]3[N:12]([CH3:24])[C:13](=[O:23])N(C4C(OC)=NC=CC=4)[C:5]=3[C:4]=2[CH:3]=1.[CH2:25]([N:27]([CH3:36])[C:28]1[CH:33]=[CH:32][C:31]([NH2:34])=[C:30]([CH3:35])[N:29]=1)[CH3:26]. (2) Given the product [C:1]([O:5][C:6]([N:7]([CH2:8][CH:9]1[CH2:14][CH2:13][N:12]([C:43]2[CH:42]=[C:37]([CH:36]=[C:35]([Cl:34])[N:44]=2)[C:38]([O:40][CH3:41])=[O:39])[CH2:11][CH:10]1[C:15]1[CH:16]=[CH:17][CH:18]=[CH:19][CH:20]=1)[C@@H:21]([C:23]1[C:32]2[C:27](=[CH:28][CH:29]=[CH:30][CH:31]=2)[CH:26]=[CH:25][CH:24]=1)[CH3:22])=[O:33])([CH3:2])([CH3:3])[CH3:4], predict the reactants needed to synthesize it. The reactants are: [C:1]([O:5][C:6](=[O:33])[N:7]([C@@H:21]([C:23]1[C:32]2[C:27](=[CH:28][CH:29]=[CH:30][CH:31]=2)[CH:26]=[CH:25][CH:24]=1)[CH3:22])[CH2:8][CH:9]1[CH2:14][CH2:13][NH:12][CH2:11][CH:10]1[C:15]1[CH:20]=[CH:19][CH:18]=[CH:17][CH:16]=1)([CH3:4])([CH3:3])[CH3:2].[Cl:34][C:35]1[CH:36]=[C:37]([CH:42]=[C:43](Cl)[N:44]=1)[C:38]([O:40][CH3:41])=[O:39].P([O-])([O-])([O-])=O.[K+].[K+].[K+].CC(N(C)C)=O. (3) Given the product [CH:1]1([NH:4][CH2:23][C:25]2[CH:30]=[CH:29][C:28]([C:31]#[C:32]/[CH:33]=[CH:34]/[C:35]3[CH:40]=[CH:39][C:38]([C:41](=[O:53])[N:42]([CH:44]([C:49]([NH:51][CH3:52])=[O:50])[C:45]([O:47][CH3:48])=[O:46])[CH3:43])=[CH:37][CH:36]=3)=[CH:27][CH:26]=2)[CH2:3][CH2:2]1, predict the reactants needed to synthesize it. The reactants are: [CH:1]1([NH2:4])[CH2:3][CH2:2]1.C(O)(=O)C.C(O[BH-](OC(=O)C)OC(=O)C)(=O)C.[Na+].[CH:23]([C:25]1[CH:30]=[CH:29][C:28]([C:31]#[C:32]/[CH:33]=[CH:34]/[C:35]2[CH:40]=[CH:39][C:38]([C:41](=[O:53])[N:42]([CH:44]([C:49]([NH:51][CH3:52])=[O:50])[C:45]([O:47][CH3:48])=[O:46])[CH3:43])=[CH:37][CH:36]=2)=[CH:27][CH:26]=1)=O.